From a dataset of NCI-60 drug combinations with 297,098 pairs across 59 cell lines. Regression. Given two drug SMILES strings and cell line genomic features, predict the synergy score measuring deviation from expected non-interaction effect. (1) Drug 1: CS(=O)(=O)C1=CC(=C(C=C1)C(=O)NC2=CC(=C(C=C2)Cl)C3=CC=CC=N3)Cl. Drug 2: C1CN1P(=S)(N2CC2)N3CC3. Cell line: A498. Synergy scores: CSS=8.02, Synergy_ZIP=-3.61, Synergy_Bliss=-0.795, Synergy_Loewe=-2.82, Synergy_HSA=-0.401. (2) Drug 1: CN1CCC(CC1)COC2=C(C=C3C(=C2)N=CN=C3NC4=C(C=C(C=C4)Br)F)OC. Drug 2: CC1=C(C=C(C=C1)C(=O)NC2=CC(=CC(=C2)C(F)(F)F)N3C=C(N=C3)C)NC4=NC=CC(=N4)C5=CN=CC=C5. Cell line: HCT-15. Synergy scores: CSS=4.84, Synergy_ZIP=-1.03, Synergy_Bliss=-0.423, Synergy_Loewe=-8.05, Synergy_HSA=-3.24. (3) Drug 1: CN(C)C1=NC(=NC(=N1)N(C)C)N(C)C. Drug 2: CC1=CC=C(C=C1)C2=CC(=NN2C3=CC=C(C=C3)S(=O)(=O)N)C(F)(F)F. Cell line: NCIH23. Synergy scores: CSS=5.75, Synergy_ZIP=-2.81, Synergy_Bliss=-0.234, Synergy_Loewe=-3.66, Synergy_HSA=-0.576. (4) Drug 1: CC1=C2C(C(=O)C3(C(CC4C(C3C(C(C2(C)C)(CC1OC(=O)C(C(C5=CC=CC=C5)NC(=O)OC(C)(C)C)O)O)OC(=O)C6=CC=CC=C6)(CO4)OC(=O)C)OC)C)OC. Drug 2: C1=CC(=C2C(=C1NCCNCCO)C(=O)C3=C(C=CC(=C3C2=O)O)O)NCCNCCO. Cell line: SF-539. Synergy scores: CSS=59.7, Synergy_ZIP=-3.02, Synergy_Bliss=-5.46, Synergy_Loewe=-2.15, Synergy_HSA=1.52.